From a dataset of HIV replication inhibition screening data with 41,000+ compounds from the AIDS Antiviral Screen. Binary Classification. Given a drug SMILES string, predict its activity (active/inactive) in a high-throughput screening assay against a specified biological target. The molecule is CC(=NN)C(C)=NN=C(C)C(C)=NN=C(C)C(C)=NN. The result is 0 (inactive).